This data is from CYP1A2 inhibition data for predicting drug metabolism from PubChem BioAssay. The task is: Regression/Classification. Given a drug SMILES string, predict its absorption, distribution, metabolism, or excretion properties. Task type varies by dataset: regression for continuous measurements (e.g., permeability, clearance, half-life) or binary classification for categorical outcomes (e.g., BBB penetration, CYP inhibition). Dataset: cyp1a2_veith. (1) The compound is CCOc1ccccc1Oc1coc2cc(OC)ccc2c1=O. The result is 1 (inhibitor). (2) The drug is COc1ccc2oc(=O)c(NC(=O)C3CCCCC3)cc2c1. The result is 1 (inhibitor). (3) The result is 1 (inhibitor). The drug is Nc1ccc(-c2nc3c(Cl)c(N)ccc3[nH]2)cc1. (4) The molecule is NC(N)=Nc1ccc(-c2ccc(N=C(N)N)cc2)cc1.O=S(=O)(O)O. The result is 0 (non-inhibitor). (5) The drug is COc1ccc(Cc2ccccc2C(=O)O)c2ccccc12. The result is 0 (non-inhibitor). (6) The compound is FC(F)(F)c1cc(NC(=S)N2c3ccccc3-n3cccc3[C@H]2c2cccnc2)cc(C(F)(F)F)c1. The result is 1 (inhibitor). (7) The drug is O=CN[C@@H](Cc1cnc[nH]1)C(=O)O. The result is 0 (non-inhibitor). (8) The result is 0 (non-inhibitor). The compound is Cc1nc2nc[nH]n2c(=O)c1NC(=O)CC12CC3CC(CC(C3)C1)C2. (9) The compound is CCOC(=O)c1cc2c(=O)n3cccc(C)c3nc2n(CCCOC)c1=NC(=O)c1cccnc1. The result is 0 (non-inhibitor). (10) The drug is C#CCCCO/N=C1/C[C@@H](O)[C@@H](O)[C@@H]2[C@@H]3C(=O)N(Cc4ccccc4)C(=O)[C@H]3CC[C@@H]12. The result is 0 (non-inhibitor).